From a dataset of Forward reaction prediction with 1.9M reactions from USPTO patents (1976-2016). Predict the product of the given reaction. (1) Given the reactants [CH3:1][O:2][C:3]1[CH:4]=[C:5]2[C:10](=[CH:11][C:12]=1[O:13][CH3:14])[N:9]=[CH:8][N:7]=[C:6]2[O:15][C:16]1[CH:21]=[CH:20][C:19]([OH:22])=[CH:18][CH:17]=1.[H-].[Na+].Br.[CH2:26]([N:28]([CH2:32][CH3:33])[CH2:29][CH2:30]Br)[CH3:27].C(=O)([O-])O.[Na+], predict the reaction product. The product is: [CH3:1][O:2][C:3]1[CH:4]=[C:5]2[C:10](=[CH:11][C:12]=1[O:13][CH3:14])[N:9]=[CH:8][N:7]=[C:6]2[O:15][C:16]1[CH:21]=[CH:20][C:19]([O:22][CH2:27][CH2:26][N:28]([CH2:32][CH3:33])[CH2:29][CH3:30])=[CH:18][CH:17]=1. (2) Given the reactants [C:1]([O:5][C:6]([N:8]([CH2:26][C:27]([O:29][C:30]([CH3:33])([CH3:32])[CH3:31])=[O:28])[C:9]1[CH:14]=[CH:13][CH:12]=[C:11]([CH2:15][NH:16][S:17]([C:20]2[CH:21]=[N:22][CH:23]=[CH:24][CH:25]=2)(=[O:19])=[O:18])[N:10]=1)=[O:7])([CH3:4])([CH3:3])[CH3:2].[CH3:34][NH:35][C:36]1[CH:43]=[CH:42][C:39]([CH2:40]O)=[CH:38][CH:37]=1.C(P(CCCC)CCCC)CCC.CN(C)C(N=NC(N(C)C)=O)=O, predict the reaction product. The product is: [C:30]([O:29][C:27](=[O:28])[CH2:26][N:8]([C:6]([O:5][C:1]([CH3:4])([CH3:3])[CH3:2])=[O:7])[C:9]1[CH:14]=[CH:13][CH:12]=[C:11]([CH:15]([CH2:40][C:39]2[CH:42]=[CH:43][C:36]([NH:35][CH3:34])=[CH:37][CH:38]=2)[NH:16][S:17]([C:20]2[CH:21]=[N:22][CH:23]=[CH:24][CH:25]=2)(=[O:19])=[O:18])[N:10]=1)([CH3:33])([CH3:32])[CH3:31]. (3) Given the reactants C(=O)([O-])[O-].[K+].[K+].I[C:8]1[C:13]([O:14][C:15]2[C:24]3[C:19](=[CH:20][C:21]([O:27][CH3:28])=[C:22]([O:25][CH3:26])[CH:23]=3)[N:18]=[CH:17][CH:16]=2)=[CH:12][CH:11]=[C:10]([CH3:29])[N:9]=1.CC1(C)C(C)(C)OC(B[C:39]2[CH:40]=[N:41][NH:42][CH:43]=2)O1, predict the reaction product. The product is: [CH3:26][O:25][C:22]1[CH:23]=[C:24]2[C:19](=[CH:20][C:21]=1[O:27][CH3:28])[N:18]=[CH:17][CH:16]=[C:15]2[O:14][C:13]1[C:8]([C:39]2[CH:40]=[N:41][NH:42][CH:43]=2)=[N:9][C:10]([CH3:29])=[CH:11][CH:12]=1. (4) Given the reactants [C:1]([C:5]1[CH:10]=[CH:9][C:8]([S:11]([N:14]([CH2:24][C:25](O)=[O:26])[C:15]2[CH:20]=[CH:19][CH:18]=[CH:17][C:16]=2[C:21](=[O:23])[NH2:22])(=[O:13])=[O:12])=[CH:7][CH:6]=1)([CH3:4])([CH3:3])[CH3:2].[CH2:28]([NH:30][CH2:31][C:32]1[CH:37]=[CH:36][CH:35]=[C:34]([CH3:38])[N:33]=1)[CH3:29], predict the reaction product. The product is: [C:1]([C:5]1[CH:6]=[CH:7][C:8]([S:11]([N:14]([CH2:24][C:25](=[O:26])[N:30]([CH2:28][CH3:29])[CH2:31][C:32]2[CH:37]=[CH:36][CH:35]=[C:34]([CH3:38])[N:33]=2)[C:15]2[CH:20]=[CH:19][CH:18]=[CH:17][C:16]=2[C:21]([NH2:22])=[O:23])(=[O:12])=[O:13])=[CH:9][CH:10]=1)([CH3:3])([CH3:2])[CH3:4]. (5) The product is: [F:9][C:10]1[CH:11]=[CH:12][C:13]([S:16][CH2:17][CH2:18][C:19]([O:21][Si:22]([CH3:25])([CH3:24])[CH3:23])=[CH2:20])=[CH:14][CH:15]=1. Given the reactants [Li+].CC([N-]C(C)C)C.[F:9][C:10]1[CH:15]=[CH:14][C:13]([S:16][CH2:17][CH2:18][C:19](=[O:21])[CH3:20])=[CH:12][CH:11]=1.[Si:22](Cl)([CH3:25])([CH3:24])[CH3:23], predict the reaction product. (6) Given the reactants [OH-].[Na+].[CH2:3]([O:7][C:8]1[CH:13]=[C:12](/[CH:14]=[C:15](\[O:20][CH3:21])/[C:16]([O:18]C)=[O:17])[CH:11]=[CH:10][C:9]=1[C:22]1[CH:27]=[CH:26][CH:25]=[C:24]([N:28]([CH3:36])[C:29]([NH:31][CH2:32][CH2:33][CH2:34][CH3:35])=[O:30])[CH:23]=1)[CH2:4][CH2:5][CH3:6].Cl.O, predict the reaction product. The product is: [CH2:3]([O:7][C:8]1[CH:13]=[C:12](/[CH:14]=[C:15](\[O:20][CH3:21])/[C:16]([OH:18])=[O:17])[CH:11]=[CH:10][C:9]=1[C:22]1[CH:27]=[CH:26][CH:25]=[C:24]([N:28]([CH3:36])[C:29]([NH:31][CH2:32][CH2:33][CH2:34][CH3:35])=[O:30])[CH:23]=1)[CH2:4][CH2:5][CH3:6]. (7) Given the reactants Cl[CH2:2][C:3]1[O:4][C:5]2[CH:11]=[CH:10][C:9]([C:12]([F:15])([F:14])[F:13])=[CH:8][C:6]=2[N:7]=1.Cl.[N+:17]([C:20]1[CH:25]=[CH:24][C:23]([NH:26][CH:27]2[CH2:32][CH2:31][CH:30]([O:33][CH2:34][C:35]([N:37]3[CH2:42][CH2:41][NH:40][CH2:39][CH2:38]3)=[O:36])[CH2:29][CH2:28]2)=[CH:22][C:21]=1[C:43]([F:46])([F:45])[F:44])([O-:19])=[O:18].C(=O)([O-])[O-].[K+].[K+].CN(C=O)C, predict the reaction product. The product is: [N+:17]([C:20]1[CH:25]=[CH:24][C:23]([NH:26][CH:27]2[CH2:28][CH2:29][CH:30]([O:33][CH2:34][C:35]([N:37]3[CH2:42][CH2:41][N:40]([CH2:2][C:3]4[O:4][C:5]5[CH:11]=[CH:10][C:9]([C:12]([F:15])([F:14])[F:13])=[CH:8][C:6]=5[N:7]=4)[CH2:39][CH2:38]3)=[O:36])[CH2:31][CH2:32]2)=[CH:22][C:21]=1[C:43]([F:46])([F:45])[F:44])([O-:19])=[O:18]. (8) Given the reactants N[C:2]1[C:9]([F:10])=[CH:8][CH:7]=[CH:6][C:3]=1[C:4]#[N:5].N([O-])=O.[Na+].[BrH:15], predict the reaction product. The product is: [Br:15][C:2]1[C:9]([F:10])=[CH:8][CH:7]=[CH:6][C:3]=1[C:4]#[N:5]. (9) Given the reactants [F:1][C:2]1([F:28])[CH2:4][CH:3]1[CH2:5][N:6]1[C:10]2[CH:11]=[CH:12][C:13]([C:15]3[CH:22]=[C:21]([CH2:23]O)[CH:20]=[CH:19][C:16]=3[C:17]#[N:18])=[CH:14][C:9]=2[N:8]([CH3:25])[S:7]1(=[O:27])=[O:26].C(N(CC)CC)C.S(Cl)(C)(=O)=O.[O:41]1[C:49]2[CH2:48][CH2:47][NH:46][CH2:45][C:44]=2[C:43]([OH:50])=[N:42]1.CCN(C(C)C)C(C)C, predict the reaction product. The product is: [F:28][C:2]1([F:1])[CH2:4][CH:3]1[CH2:5][N:6]1[C:10]2[CH:11]=[CH:12][C:13]([C:15]3[CH:22]=[C:21]([CH2:23][N:46]4[CH2:47][CH2:48][C:49]5[O:41][N:42]=[C:43]([OH:50])[C:44]=5[CH2:45]4)[CH:20]=[CH:19][C:16]=3[C:17]#[N:18])=[CH:14][C:9]=2[N:8]([CH3:25])[S:7]1(=[O:27])=[O:26]. (10) Given the reactants [CH:1]1([NH:4][C:5](=[O:13])[C:6]2[CH:11]=[CH:10][CH:9]=[CH:8][C:7]=2[OH:12])[CH2:3][CH2:2]1.[O:14]1[CH2:16][C@H:15]1[CH2:17]OS(C1C=CC=C([N+]([O-])=O)C=1)(=O)=O.C(=O)([O-])[O-].[Cs+].[Cs+], predict the reaction product. The product is: [CH:1]1([NH:4][C:5](=[O:13])[C:6]2[CH:11]=[CH:10][CH:9]=[CH:8][C:7]=2[O:12][CH2:17][C@@H:15]2[CH2:16][O:14]2)[CH2:2][CH2:3]1.